This data is from Full USPTO retrosynthesis dataset with 1.9M reactions from patents (1976-2016). The task is: Predict the reactants needed to synthesize the given product. Given the product [CH2:1]([O:3][C:4](=[O:14])[CH2:5][CH2:6][C:7]1[CH:12]=[CH:11][CH:10]=[C:9]([CH3:13])[N:8]=1)[CH3:2], predict the reactants needed to synthesize it. The reactants are: [CH2:1]([O:3][C:4](=[O:14])[CH:5]=[CH:6][C:7]1[CH:12]=[CH:11][CH:10]=[C:9]([CH3:13])[N:8]=1)[CH3:2].